This data is from Retrosynthesis with 50K atom-mapped reactions and 10 reaction types from USPTO. The task is: Predict the reactants needed to synthesize the given product. (1) Given the product NCCOc1ccc(F)cc1, predict the reactants needed to synthesize it. The reactants are: CC(C)(C)OC(=O)NCCOc1ccc(F)cc1. (2) Given the product COc1cc2[nH]ncc2cc1Nc1ncnc2[nH]c(CC(C)C)c(C(C)C)c12, predict the reactants needed to synthesize it. The reactants are: CC(C)Cc1[nH]c2ncnc(Cl)c2c1C(C)C.COc1cc2[nH]ncc2cc1N. (3) Given the product CC(C)(C)OC(=O)N1CCC2(CCCc3ccccc32)CC1, predict the reactants needed to synthesize it. The reactants are: CC(C)(C)OC(=O)OC(=O)OC(C)(C)C.c1ccc2c(c1)CCCC21CCNCC1. (4) Given the product CN=S(=O)(c1ccc(-c2noc(-c3cc(C)n(Cc4ccnc(N5CCN(C6CC6)CC5)c4)n3)n2)cc1)C(F)(F)F, predict the reactants needed to synthesize it. The reactants are: CN=S(=O)(c1ccc(-c2noc(-c3cc(C)[nH]n3)n2)cc1)C(F)(F)F.ClCc1ccnc(N2CCN(C3CC3)CC2)c1. (5) Given the product Cc1ccc(S(=O)(=O)OC[C@H](O)c2c(C)cc3ccccc3c2Cl)cc1, predict the reactants needed to synthesize it. The reactants are: Cc1cc2ccccc2c(Cl)c1[C@@H](O)CO.Cc1ccc(S(=O)(=O)Cl)cc1. (6) Given the product COc1cc(C#N)ccc1OC[C@@H]1CN(C(=O)OC(C)(C)C)CC[C@H]1c1ccccc1, predict the reactants needed to synthesize it. The reactants are: CC(C)(C)OC(=O)N1CC[C@@H](c2ccccc2)[C@H](COS(C)(=O)=O)C1.COc1cc(C#N)ccc1O.